This data is from Peptide-MHC class I binding affinity with 185,985 pairs from IEDB/IMGT. The task is: Regression. Given a peptide amino acid sequence and an MHC pseudo amino acid sequence, predict their binding affinity value. This is MHC class I binding data. (1) The peptide sequence is VVPRHRSVL. The MHC is H-2-Kb with pseudo-sequence H-2-Kb. The binding affinity (normalized) is 0.213. (2) The peptide sequence is HAEMQNPVY. The MHC is HLA-B27:05 with pseudo-sequence HLA-B27:05. The binding affinity (normalized) is 0.213. (3) The peptide sequence is SFWFFHPPY. The MHC is HLA-B15:01 with pseudo-sequence HLA-B15:01. The binding affinity (normalized) is 0.213. (4) The MHC is HLA-A02:17 with pseudo-sequence HLA-A02:17. The peptide sequence is IVLEFFMMV. The binding affinity (normalized) is 0.549. (5) The peptide sequence is IVVGVILLR. The MHC is Mamu-B6601 with pseudo-sequence Mamu-B6601. The binding affinity (normalized) is 0.796. (6) The peptide sequence is YRIMTRGLL. The MHC is HLA-B44:02 with pseudo-sequence HLA-B44:02. The binding affinity (normalized) is 0.0847. (7) The peptide sequence is MDLLLFSTS. The MHC is HLA-B40:01 with pseudo-sequence HLA-B40:01. The binding affinity (normalized) is 0.181. (8) The peptide sequence is GVLFSYIKV. The MHC is HLA-A30:01 with pseudo-sequence HLA-A30:01. The binding affinity (normalized) is 0.143.